Dataset: Forward reaction prediction with 1.9M reactions from USPTO patents (1976-2016). Task: Predict the product of the given reaction. (1) Given the reactants [CH2:1]([C:5]1[CH:10]=[CH:9][C:8]([NH:11][CH3:12])=[CH:7][CH:6]=1)[CH2:2][CH2:3][CH3:4].[H-].[Na+].[C:15]([O:19][C:20](=[O:24])[CH:21](Br)[CH3:22])([CH3:18])([CH3:17])[CH3:16], predict the reaction product. The product is: [C:15]([O:19][C:20](=[O:24])[CH:21]([N:11]([C:8]1[CH:9]=[CH:10][C:5]([CH2:1][CH2:2][CH2:3][CH3:4])=[CH:6][CH:7]=1)[CH3:12])[CH3:22])([CH3:18])([CH3:17])[CH3:16]. (2) The product is: [Cl:48][C:47]1[C:42]([CH2:41][NH:40][C:17]([CH:14]2[CH2:13][CH2:12][N:11]([C:9]([O:8][CH2:1][C:2]3[CH:3]=[CH:4][CH:5]=[CH:6][CH:7]=3)=[O:10])[CH2:16][CH2:15]2)=[O:19])=[N:43][CH:44]=[CH:45][N:46]=1. Given the reactants [CH2:1]([O:8][C:9]([N:11]1[CH2:16][CH2:15][CH:14]([C:17]([OH:19])=O)[CH2:13][CH2:12]1)=[O:10])[C:2]1[CH:7]=[CH:6][CH:5]=[CH:4][CH:3]=1.ClC(C1CCN(C(OCC2C=CC=CC=2)=O)CC1)=O.Cl.[NH2:40][CH2:41][C:42]1[C:47]([Cl:48])=[N:46][CH:45]=[CH:44][N:43]=1, predict the reaction product.